This data is from Reaction yield outcomes from USPTO patents with 853,638 reactions. The task is: Predict the reaction yield, written as a fraction of the theoretical maximum amount of product (1.0 means a 100% yield; for example, 0.34 means a 34% yield). (1) No catalyst specified. The reactants are [Br:1][C:2]1[CH:3]=[C:4]([CH:7]=[O:8])[S:5][CH:6]=1.[CH2:9]([OH:11])[CH3:10].[Cl-].[NH4+].C([O-])([O-])O[CH2:16][CH3:17]. The yield is 0.810. The product is [Br:1][C:2]1[CH:3]=[C:4]([CH:7]([O:11][CH2:9][CH3:10])[O:8][CH2:16][CH3:17])[S:5][CH:6]=1. (2) The reactants are Br[C:2]1[CH:7]=[CH:6][C:5]([Br:8])=[CH:4][N:3]=1.[CH:9]([C:11]1[CH:16]=[CH:15][C:14](B(O)O)=[CH:13][CH:12]=1)=[O:10]. No catalyst specified. The product is [Br:8][C:5]1[CH:6]=[CH:7][C:2]([C:14]2[CH:15]=[CH:16][C:11]([CH:9]=[O:10])=[CH:12][CH:13]=2)=[N:3][CH:4]=1. The yield is 0.710. (3) The reactants are CC(C)([O-])C.[K+].[C:7]([C:9]1[C:10]([NH2:26])=[N:11][C:12]([C:21]2[O:22][CH:23]=[CH:24][CH:25]=2)=[C:13]([C:15]2[CH:20]=[CH:19][N:18]=[CH:17][CH:16]=2)[N:14]=1)#[CH:8]. The catalyst is CN1CCCC1=O. The product is [O:22]1[CH:23]=[CH:24][CH:25]=[C:21]1[C:12]1[N:11]=[C:10]2[NH:26][CH:8]=[CH:7][C:9]2=[N:14][C:13]=1[C:15]1[CH:16]=[CH:17][N:18]=[CH:19][CH:20]=1. The yield is 0.400. (4) The reactants are [C:1]1(C)C=[CH:5][C:4](S(O)(=O)=O)=[CH:3][CH:2]=1.[O:12]1[CH:17]=[CH:16][CH2:15][CH2:14][CH2:13]1.[OH:18][C@@H:19]1[CH2:43][CH2:42][C@@:41]2([CH3:44])[C@H:21]([CH2:22][C@@H:23]([OH:46])[C@@H:24]3[C@@H:40]2[CH2:39][CH2:38][C@@:37]2([CH3:45])[C@H:25]3[CH2:26][CH2:27][C@@H:28]2[C@H:29]([CH3:36])[CH2:30][CH2:31][C:32]([O:34][CH3:35])=[O:33])[CH2:20]1.[OH2:47]. The catalyst is O1CCOCC1. The product is [O:12]1[CH2:13][CH2:14][CH2:15][CH2:16][CH:17]1[O:18][C@@H:19]1[CH2:43][CH2:42][C@@:41]2([CH3:44])[C@H:21]([CH2:22][C@@H:23]([O:46][CH:5]3[CH2:4][CH2:3][CH2:2][CH2:1][O:47]3)[C@@H:24]3[C@@H:40]2[CH2:39][CH2:38][C@@:37]2([CH3:45])[C@H:25]3[CH2:26][CH2:27][C@@H:28]2[C@H:29]([CH3:36])[CH2:30][CH2:31][C:32]([O:34][CH3:35])=[O:33])[CH2:20]1. The yield is 0.900.